From a dataset of Catalyst prediction with 721,799 reactions and 888 catalyst types from USPTO. Predict which catalyst facilitates the given reaction. (1) The catalyst class is: 3. Reactant: [NH2:1][C@@H:2]1[C:11]2[C:6](=[CH:7][CH:8]=[CH:9][CH:10]=2)[C@@H:5]([OH:12])[CH2:4][CH2:3]1.[H-].[Na+].F[C:16]1[CH:17]=[CH:18][C:19]2[N:20]([C:22]([N:25]3[CH2:30][CH2:29][CH2:28][CH2:27][CH2:26]3)=[N:23][N:24]=2)[CH:21]=1. Product: [N:25]1([C:22]2[N:20]3[CH:21]=[C:16]([O:12][C@@H:5]4[C:6]5[C:11](=[CH:10][CH:9]=[CH:8][CH:7]=5)[C@@H:2]([NH2:1])[CH2:3][CH2:4]4)[CH:17]=[CH:18][C:19]3=[N:24][N:23]=2)[CH2:26][CH2:27][CH2:28][CH2:29][CH2:30]1. (2) Reactant: [F:1][C:2]1[CH:7]=[CH:6][CH:5]=[C:4]([F:8])[C:3]=1[N:9]1[C:14]2[N:15]=[C:16](S(C)=O)[N:17]=[C:18]([C:19]3[CH:20]=[C:21]([CH:32]=[CH:33][C:34]=3[CH3:35])[C:22]([NH:24][C:25]3[CH:30]=[CH:29][C:28]([F:31])=[CH:27][CH:26]=3)=[O:23])[C:13]=2[CH2:12][NH:11][C:10]1=[O:39].[NH2:40][CH2:41][CH2:42][N:43]([CH3:51])[C:44](=[O:50])[O:45][C:46]([CH3:49])([CH3:48])[CH3:47].C(N(CC)C(C)C)(C)C. Product: [F:1][C:2]1[CH:7]=[CH:6][CH:5]=[C:4]([F:8])[C:3]=1[N:9]1[C:14]2[N:15]=[C:16]([NH:40][CH2:41][CH2:42][N:43]([CH3:51])[C:44](=[O:50])[O:45][C:46]([CH3:47])([CH3:48])[CH3:49])[N:17]=[C:18]([C:19]3[CH:20]=[C:21]([C:22]([NH:24][C:25]4[CH:30]=[CH:29][C:28]([F:31])=[CH:27][CH:26]=4)=[O:23])[CH:32]=[CH:33][C:34]=3[CH3:35])[C:13]=2[CH2:12][NH:11][C:10]1=[O:39]. The catalyst class is: 118.